From a dataset of Experimentally validated miRNA-target interactions with 360,000+ pairs, plus equal number of negative samples. Binary Classification. Given a miRNA mature sequence and a target amino acid sequence, predict their likelihood of interaction. (1) The miRNA is hsa-miR-933 with sequence UGUGCGCAGGGAGACCUCUCCC. The protein sequence of the target gene is MVVLRSSLELHNHSAASATGSLDLSSDFLSLEHIGRRRLRSAGAAQKKPAATTAKAGDGSSVKEVETYHRTRALRSLRKDAQNSSDSSFEKNVEITEQLANGRHFTRQLARQQADKKKEEHREDKVIPVTRSLRARNIVQSTEHLHEDNGDVEVRRSCRIRSRYSGVNQSMLFDKLITNTAEAVLQKMDDMKKMRRQRMRELEDLGVFNETEESNLNMYTRGKQKDIQRTDEETTDNQEGSVESSEEGEDQEHEDDGEDEDDEDDDDDDDDDDDDDDEDDEDEEDGEEENQKRYYLRQRK.... Result: 0 (no interaction). (2) The miRNA is hsa-miR-4296 with sequence AUGUGGGCUCAGGCUCA. The protein sequence of the target gene is MPRERDSTDHSNMKEEGGSDLSVRSRKRKANVAVFLQDPDEEIAKIDKTVKSEDSSQPWDDNSACVDPCSFIPTPNKEEDNELEYPRTAFQPRKIRPPRASPLPVLNWGNREEVWRIMLNKEKTYLRDEHFLQRHPLLQARMRAVLLDWLMEVCEVYKLHRETFYLAQDFFDRYMASQHNIIKTLLQLIGISALFIASKLEEIYPPKLHQFAYVTDGACSGDEILTMELMMMKALKWRLSPLTIVSWLNVYVQVAYVNDTGEVLMPQYPQQVFVQIAELLDLCVLDVGCLEFPYGVLAAS.... Result: 0 (no interaction). (3) The miRNA is hsa-miR-4648 with sequence UGUGGGACUGCAAAUGGGAG. The protein sequence of the target gene is MAWDMCSQDSVWSDIECAALVGEDQPLCPDLPELDLSELDVNDLDTDSFLGGLKWCSDQSEIISNQYNNEPANIFEKIDEENEANLLAVLTETLDSLPVDEDGLPSFDALTDGAVTTDNEASPSSMPDGTPPPQEAEEPSLLKKLLLAPANTQLSYNECSGLSTQNHAANHTHRIRTNPAIVKTENSWSNKAKSICQQQKPQRRPCSELLKYLTTNDDPPHTKPTENRNSSRDKCASKKKSHTQPQSQHAQAKPTTLSLPLTPESPNDPKGSPFENKTIERTLSVELSGTAGLTPPTTPP.... Result: 0 (no interaction). (4) The miRNA is hsa-miR-924 with sequence AGAGUCUUGUGAUGUCUUGC. The protein sequence of the target gene is MRLNQNTLLLGKKVVLVPYTSEHVPSRYHEWMKSEELQRLTASEPLTLEQEYAMQCSWQEDADKCTFIVLDAEKWQAQPGATEESCMVGDVNLFLTDLEDLTLGEIEVMIAEPSCRGKGLGTEAVLAMLSYGVTTLGLTKFEAKIGQGNEPSIRMFQKLHFEQVATSSVFQEVTLRLTVSESEHQWLLEQTSHVEEKPYRDGSAEPC. Result: 0 (no interaction). (5) The miRNA is hsa-miR-6082 with sequence GAAUACGUCUGGUUGAUCC. Result: 0 (no interaction). The protein sequence of the target gene is MALAALMIALGSLGLHTWQAQAVPILPLGLAPDTFDDTYVGCAEEMEEKAAPLLKEEMAHHALLRESWEAAQETWEDKRRGLTLPPGFKAQNGIAIMVYTNSSNTLYWELNQAVRTGGGSRELYMRHFPFKALHFYLIRALQLLRGSGGCSRGPGEVVFRGVGSLRFEPKRLGDSVRLGQFASSSLDKAVAHRFGNATLFSLTTCFGAPIQAFSVFPKEREVLIPPHEVFLVTRFSQDGAQSLVTLWSYNQTCSHFNCAYLGGEKRRGCVSAPGALGTGDLHMTKRHLQQP. (6) The miRNA is hsa-miR-6132 with sequence AGCAGGGCUGGGGAUUGCA. The protein sequence of the target gene is MKLAAMIKKMCPSDSELSIPAKNCYRMVILGSSKVGKTAIVSRFLTGRFEDAYTPTIEDFHRKFYSIRGEVYQLDILDTSGNHPFPAMRRLSILTGDVFILVFSLDNRDSFEEVQRLRQQILDTKSCLKNKTKENVDVPLVICGNKGDRDFYREVDQREIEQLVGDDPQRCAYFEISAKKNSSLDQMFRALFAMAKLPSEMSPDLHRKVSVQYCDVLHKKALRNKKLLRAGSGGGGGDPGDAFGIVAPFARRPSVHSDLMYIREKASAGSQAKDKERCVIS. Result: 0 (no interaction). (7) The miRNA is hsa-miR-548x-3p with sequence UAAAAACUGCAAUUACUUUC. The protein sequence of the target gene is MGEWAFLGSLLDAVQLQSPLVGRLWLVVMLIFRILVLATVGGAVFEDEQEEFVCNTLQPGCRQTCYDRAFPVSHYRFWLFHILLLSAPPVLFVVYSMHRAGKEAGGAEAAAQCAPGLPEAQCAPCALRARRARRCYLLSVALRLLAELTFLGGQALLYGFRVAPHFACAGPPCPHTVDCFVSRPTEKTVFVLFYFAVGLLSALLSVAELGHLLWKGRPRAGERDNRCNRAHEEAQKLLPPPPPPPPPPALPSRRPGPEPCAPPAYAHPAPASLRECGSGRGKASPATGRRDLAI. Result: 1 (interaction).